Binary Classification. Given a drug SMILES string, predict its activity (active/inactive) in a high-throughput screening assay against a specified biological target. From a dataset of Cav3 T-type calcium channel HTS with 100,875 compounds. (1) The drug is Brc1cc(ccc1)c1ocnn1. The result is 0 (inactive). (2) The molecule is OC1=C(C(N(CCO)C1=O)c1ccc(cc1)C(OC)=O)C(=O)C. The result is 0 (inactive). (3) The result is 0 (inactive). The compound is O=C1N2C(C(c3c1cc(OC)c(OC)c3)C(=O)NCCN1CCOCC1)c1c(CC2)cccc1. (4) The molecule is Clc1ccc(CCNC(=S)Nc2c(OC)cc(OC)cc2)cc1. The result is 0 (inactive). (5) The molecule is S(=O)(=O)(NCc1ccccc1)c1cc(ccc1OC)c1n(nnn1)C. The result is 0 (inactive). (6) The compound is S(=O)(=O)(N(CC(=O)N1CCN(CC1)c1c(F)cccc1)C)c1c(OC)ccc(OC)c1. The result is 0 (inactive).